This data is from Full USPTO retrosynthesis dataset with 1.9M reactions from patents (1976-2016). The task is: Predict the reactants needed to synthesize the given product. Given the product [NH2:1][C:2]1[N:6]([C:7]2[C:42]([O:45][CH2:46][CH3:47])=[CH:43][C:10]([C:14]([F:15])([F:16])[F:17])=[CH:9][C:8]=2[Cl:18])[N:5]=[C:4]([C:19]#[N:20])[C:3]=1[S:21][C:22]([F:25])([F:24])[F:23], predict the reactants needed to synthesize it. The reactants are: [NH2:1][C:2]1[N:6]([C:7]2C(Cl)=C[C:10]([C:14]([F:17])([F:16])[F:15])=[CH:9][C:8]=2[Cl:18])[N:5]=[C:4]([C:19]#[N:20])[C:3]=1[S:21][C:22]([F:25])([F:24])[F:23].C(O)C.CC(C)([O-])C.[Na+].CCCCCCC.[C:42]([O:45][CH2:46][CH3:47])(=O)[CH3:43].